This data is from Full USPTO retrosynthesis dataset with 1.9M reactions from patents (1976-2016). The task is: Predict the reactants needed to synthesize the given product. (1) Given the product [CH3:14][C:15]1([CH3:22])[C:16](=[O:21])[N:17]([C:2]2[CH:9]=[CH:8][C:5]([C:6]#[N:7])=[C:4]([C:10]([F:13])([F:12])[F:11])[CH:3]=2)[C:18](=[O:20])[NH:19]1, predict the reactants needed to synthesize it. The reactants are: F[C:2]1[CH:9]=[CH:8][C:5]([C:6]#[N:7])=[C:4]([C:10]([F:13])([F:12])[F:11])[CH:3]=1.[CH3:14][C:15]1([CH3:22])[NH:19][C:18](=[O:20])[NH:17][C:16]1=[O:21].C([O-])([O-])=O.[K+].[K+].O. (2) Given the product [C:1]([O:5][C:6]([N:8]1[C:16]2[C:11](=[CH:12][CH:13]=[CH:14][CH:15]=2)[C:10]([CH:17]([CH3:21])[C:18]#[N:19])=[CH:9]1)=[O:7])([CH3:4])([CH3:3])[CH3:2], predict the reactants needed to synthesize it. The reactants are: [C:1]([O:5][C:6]([N:8]1[C:16]2[C:11](=[CH:12][CH:13]=[CH:14][CH:15]=2)[C:10]([CH2:17][C:18]#[N:19])=[CH:9]1)=[O:7])([CH3:4])([CH3:3])[CH3:2].[Li+].[CH3:21][Si]([N-][Si](C)(C)C)(C)C.IC. (3) Given the product [CH3:19][C:15]1[CH:16]=[CH:17][C:18]2[C:9]([NH:8][C:4]3[CH:5]=[CH:6][CH:7]=[C:2]([C:50]#[C:49][Si:46]([CH3:48])([CH3:47])[CH3:45])[CH:3]=3)=[N:10][CH:11]=[CH:12][C:13]=2[C:14]=1[NH:20][C:21]1[C:26]([C:27]2[CH:32]=[CH:31][N:30]=[CH:29][N:28]=2)=[CH:25][CH:24]=[CH:23][N:22]=1, predict the reactants needed to synthesize it. The reactants are: Br[C:2]1[CH:3]=[C:4]([NH:8][C:9]2[C:18]3[CH:17]=[CH:16][C:15]([CH3:19])=[C:14]([NH:20][C:21]4[C:26]([C:27]5[CH:32]=[CH:31][N:30]=[CH:29][N:28]=5)=[CH:25][CH:24]=[CH:23][N:22]=4)[C:13]=3[CH:12]=[CH:11][N:10]=2)[CH:5]=[CH:6][CH:7]=1.CN(C=O)C.C(N(CC)CC)C.[CH3:45][Si:46]([C:49]#[CH:50])([CH3:48])[CH3:47]. (4) Given the product [CH3:1][O:2][C:3](=[O:21])[CH2:4][CH2:5][C:6]1[CH:11]=[CH:10][C:9]([O:12][CH2:34][CH2:33][C:31]2[N:32]=[C:28]([C:25]3[CH:26]=[CH:27][C:22]([C:47]4[CH:52]=[CH:51][CH:50]=[CH:49][CH:48]=4)=[CH:23][CH:24]=3)[O:29][C:30]=2[CH3:46])=[CH:8][C:7]=1[CH2:13][NH:14][C:15]([O:17][CH:18]([CH3:19])[CH3:20])=[O:16], predict the reactants needed to synthesize it. The reactants are: [CH3:1][O:2][C:3](=[O:21])[CH2:4][CH2:5][C:6]1[CH:11]=[CH:10][C:9]([OH:12])=[CH:8][C:7]=1[CH2:13][NH:14][C:15]([O:17][CH:18]([CH3:20])[CH3:19])=[O:16].[C:22]1([C:47]2[CH:52]=[CH:51][CH:50]=[CH:49][CH:48]=2)[CH:27]=[CH:26][C:25]([C:28]2[O:29][C:30]([CH3:46])=[C:31]([CH2:33][CH2:34]OS(C3C=CC(C)=CC=3)(=O)=O)[N:32]=2)=[CH:24][CH:23]=1. (5) Given the product [CH3:17][C:16]1[O:15][N:14]=[C:13]([C:18]2[CH:23]=[CH:22][CH:21]=[CH:20][CH:19]=2)[C:12]=1[CH2:11][O:10][C:8]1[CH:9]=[C:5]([C:3]([NH2:24])=[O:2])[NH:6][N:7]=1, predict the reactants needed to synthesize it. The reactants are: C[O:2][C:3]([C:5]1[NH:6][N:7]=[C:8]([O:10][CH2:11][C:12]2[C:13]([C:18]3[CH:23]=[CH:22][CH:21]=[CH:20][CH:19]=3)=[N:14][O:15][C:16]=2[CH3:17])[CH:9]=1)=O.[NH3:24].